This data is from Peptide-MHC class II binding affinity with 134,281 pairs from IEDB. The task is: Regression. Given a peptide amino acid sequence and an MHC pseudo amino acid sequence, predict their binding affinity value. This is MHC class II binding data. (1) The peptide sequence is EGKIILVAVHVASGYIE. The MHC is HLA-DQA10401-DQB10402 with pseudo-sequence HLA-DQA10401-DQB10402. The binding affinity (normalized) is 0.202. (2) The peptide sequence is YDKFLANVSTVLTGI. The MHC is DRB1_1602 with pseudo-sequence DRB1_1602. The binding affinity (normalized) is 0.774. (3) The peptide sequence is ASGGRLNPTEPLPIF. The MHC is DRB4_0101 with pseudo-sequence DRB4_0103. The binding affinity (normalized) is 0.468. (4) The peptide sequence is MFFVKNPTDTGHGTV. The MHC is DRB5_0101 with pseudo-sequence DRB5_0101. The binding affinity (normalized) is 0. (5) The peptide sequence is PKFENIAEGLR. The MHC is HLA-DQA10501-DQB10201 with pseudo-sequence HLA-DQA10501-DQB10201. The binding affinity (normalized) is 0.294. (6) The peptide sequence is SLLVAPMPTASTAQI. The MHC is DRB1_1101 with pseudo-sequence DRB1_1101. The binding affinity (normalized) is 0.206.